From a dataset of Full USPTO retrosynthesis dataset with 1.9M reactions from patents (1976-2016). Predict the reactants needed to synthesize the given product. (1) Given the product [Cl:20][C:15]1[CH:16]=[CH:17][CH:18]=[CH:19][C:14]=1[CH:13]1[O:12][C:11]1([CH2:10][N:5]1[CH:6]=[CH:7][N:8]=[C:4]1[I:3])[C:21]1[CH:26]=[CH:25][C:24]([F:27])=[CH:23][C:22]=1[F:28], predict the reactants needed to synthesize it. The reactants are: [H-].[Na+].[I:3][C:4]1[NH:5][CH:6]=[CH:7][N:8]=1.Br[CH2:10][C:11]1([C:21]2[CH:26]=[CH:25][C:24]([F:27])=[CH:23][C:22]=2[F:28])[CH:13]([C:14]2[CH:19]=[CH:18][CH:17]=[CH:16][C:15]=2[Cl:20])[O:12]1. (2) Given the product [Br:28][C:3]1[N:4]2[CH2:9][CH2:8][N:7]([C:10]([O:12][C:13]([CH3:14])([CH3:15])[CH3:16])=[O:11])[CH2:6][C:5]2=[C:1]([C:17]([O:19][CH3:20])=[O:18])[N:2]=1, predict the reactants needed to synthesize it. The reactants are: [C:1]1([C:17]([O:19][CH3:20])=[O:18])[N:2]=[CH:3][N:4]2[CH2:9][CH2:8][N:7]([C:10]([O:12][C:13]([CH3:16])([CH3:15])[CH3:14])=[O:11])[CH2:6][C:5]=12.C1C(=O)N([Br:28])C(=O)C1. (3) Given the product [Br:1][C:2]1[CH:7]=[CH:6][C:5]([C:8]2[N:31]=[C:25]([C:21]3[S:20][CH:24]=[CH:23][CH:22]=3)[NH:32][C:9]=2[C:11]2[CH:16]=[CH:15][C:14]([O:17][CH3:18])=[CH:13][CH:12]=2)=[CH:4][CH:3]=1, predict the reactants needed to synthesize it. The reactants are: [Br:1][C:2]1[CH:7]=[CH:6][C:5]([CH:8](O)[C:9]([C:11]2[CH:16]=[CH:15][C:14]([O:17][CH3:18])=[CH:13][CH:12]=2)=O)=[CH:4][CH:3]=1.[S:20]1[CH:24]=[CH:23][CH:22]=[C:21]1[CH:25]=O.C([O-])(=O)C.[NH4+:31].[NH4+:32].[OH-]. (4) Given the product [Cl:12][C:10]1[CH:9]=[CH:8][C:7]([O:13][CH3:14])=[C:6]([CH:11]=1)[CH:21]=[CH:20][C:19]1[CH:22]=[C:23]([C:25]([F:26])([F:28])[F:27])[CH:24]=[C:17]([C:16]([F:15])([F:29])[F:30])[CH:18]=1, predict the reactants needed to synthesize it. The reactants are: N([O-])=O.[Na+].N[C:6]1[CH:11]=[C:10]([Cl:12])[CH:9]=[CH:8][C:7]=1[O:13][CH3:14].[F:15][C:16]([F:30])([F:29])[C:17]1[CH:18]=[C:19]([CH:22]=[C:23]([C:25]([F:28])([F:27])[F:26])[CH:24]=1)[CH:20]=[CH2:21]. (5) Given the product [O:57]1[CH2:58][CH2:59][CH2:60][CH2:61][CH:56]1[O:55][C:48]1[CH:49]=[C:50]([CH:53]=[CH:54][C:47]=1[Br:46])[CH2:51][N:40]([C:37]1[CH:36]=[CH:35][C:34]([C:32]#[N:33])=[CH:39][CH:38]=1)[N:41]1[CH:42]=[N:43][N:44]=[CH:45]1, predict the reactants needed to synthesize it. The reactants are: C(OC1C=C(C=CC=1)CN(C1C=CC(C#N)=CC=1)N1C=NN=C1)C1C=CC=CC=1.[H-].[Na+].[C:32]([C:34]1[CH:39]=[CH:38][C:37]([NH:40][N:41]2[CH:45]=[N:44][N:43]=[CH:42]2)=[CH:36][CH:35]=1)#[N:33].[Br:46][C:47]1[CH:54]=[CH:53][C:50]([CH2:51]Br)=[CH:49][C:48]=1[O:55][CH:56]1[CH2:61][CH2:60][CH2:59][CH2:58][O:57]1. (6) Given the product [NH2:32][C:24]1[N:25]([CH2:19][C:20]([N:2]([CH3:1])[C:3]2[CH:8]=[CH:7][CH:6]=[CH:5][CH:4]=2)=[O:21])[C:26]2[CH:31]=[CH:30][CH:29]=[CH:28][C:27]=2[N:23]=1, predict the reactants needed to synthesize it. The reactants are: [CH3:1][NH:2][C:3]1[CH:8]=[CH:7][CH:6]=[CH:5][CH:4]=1.C(N(C(C)C)CC)(C)C.Cl[CH2:19][C:20](Cl)=[O:21].[NH:23]1[C:27]2[CH:28]=[CH:29][CH:30]=[CH:31][C:26]=2[N:25]=[C:24]1[NH2:32]. (7) Given the product [O:40]=[C:20]1[C@:21]2([C:39]3[C:30](=[CH:31][C:32]4[O:37][CH2:36][CH2:35][O:34][C:33]=4[CH:38]=3)[O:29][CH2:28]2)[C:22]2[C:27](=[CH:26][CH:25]=[CH:24][CH:23]=2)[N:19]1[CH2:2][C:3]1[CH:4]=[C:5]([CH:8]=[CH:9][CH:10]=1)[C:6]#[N:7], predict the reactants needed to synthesize it. The reactants are: Br[CH2:2][C:3]1[CH:4]=[C:5]([CH:8]=[CH:9][CH:10]=1)[C:6]#[N:7].BrCC1CCCCO1.[NH:19]1[C:27]2[C:22](=[CH:23][CH:24]=[CH:25][CH:26]=2)[C@@:21]2([C:39]3[C:30](=[CH:31][C:32]4[O:37][CH2:36][CH2:35][O:34][C:33]=4[CH:38]=3)[O:29][CH2:28]2)[C:20]1=[O:40].